This data is from Peptide-MHC class I binding affinity with 185,985 pairs from IEDB/IMGT. The task is: Regression. Given a peptide amino acid sequence and an MHC pseudo amino acid sequence, predict their binding affinity value. This is MHC class I binding data. (1) The peptide sequence is IILARNEEGR. The MHC is HLA-A11:01 with pseudo-sequence HLA-A11:01. The binding affinity (normalized) is 0.0667. (2) The peptide sequence is KARSTPFNM. The MHC is HLA-A30:01 with pseudo-sequence HLA-A30:01. The binding affinity (normalized) is 0.525. (3) The peptide sequence is KVRDRNFQL. The binding affinity (normalized) is 0.798. The MHC is HLA-B07:02 with pseudo-sequence HLA-B07:02. (4) The peptide sequence is WLGDVWQEK. The MHC is HLA-A03:01 with pseudo-sequence HLA-A03:01. The binding affinity (normalized) is 0.0847. (5) The peptide sequence is HTPQFLFQL. The MHC is HLA-B07:02 with pseudo-sequence HLA-B07:02. The binding affinity (normalized) is 0. (6) The peptide sequence is NTSTCFQEY. The binding affinity (normalized) is 0.0847. The MHC is HLA-A03:01 with pseudo-sequence HLA-A03:01.